From a dataset of Reaction yield outcomes from USPTO patents with 853,638 reactions. Predict the reaction yield, written as a fraction of the theoretical maximum amount of product (1.0 means a 100% yield; for example, 0.34 means a 34% yield). (1) The reactants are Br[C:2]1[CH:7]=[CH:6][C:5]([F:8])=[CH:4][CH:3]=1.[Cl:9][C:10]1[CH:16]=[CH:15][C:14]([F:17])=[CH:13][C:11]=1[NH2:12].C1(C)C=CC=CC=1.CC(C)([O-])C.[Na+]. The catalyst is C1C=CC(/C=C/C(/C=C/C2C=CC=CC=2)=O)=CC=1.C1C=CC(/C=C/C(/C=C/C2C=CC=CC=2)=O)=CC=1.C1C=CC(/C=C/C(/C=C/C2C=CC=CC=2)=O)=CC=1.[Pd].[Pd].CC1(C)C2C(=C(P(C3C=CC=CC=3)C3C=CC=CC=3)C=CC=2)OC2C(P(C3C=CC=CC=3)C3C=CC=CC=3)=CC=CC1=2.O. The product is [Cl:9][C:10]1[CH:16]=[CH:15][C:14]([F:17])=[CH:13][C:11]=1[NH:12][C:2]1[CH:7]=[CH:6][C:5]([F:8])=[CH:4][CH:3]=1. The yield is 0.870. (2) The catalyst is CN(C1C=CN=CC=1)C.CN(C=O)C. The yield is 0.880. The reactants are [Br:1][C:2]1[C:6]2=[N:7][CH:8]=[CH:9][CH:10]=[C:5]2[NH:4][N:3]=1.CCN(CC)CC.[CH3:18][C:19]([O:22][C:23](O[C:23]([O:22][C:19]([CH3:21])([CH3:20])[CH3:18])=[O:24])=[O:24])([CH3:21])[CH3:20].CCOC(C)=O.O. The product is [Br:1][C:2]1[C:6]2=[N:7][CH:8]=[CH:9][CH:10]=[C:5]2[N:4]([C:23]([O:22][C:19]([CH3:21])([CH3:20])[CH3:18])=[O:24])[N:3]=1. (3) The reactants are [F:1][C:2]1[CH:3]=[C:4]([C:8]2[N:17]=[C:16]([C:18](O)=[O:19])[C:15]3[C:10](=[CH:11][CH:12]=[CH:13][CH:14]=3)[N:9]=2)[CH:5]=[CH:6][CH:7]=1.Cl.[OH:22][C:23]1[C:32]([O:33][CH3:34])=[CH:31][CH:30]=[C:29]2[C:24]=1[CH2:25][CH2:26][NH:27][CH2:28]2. No catalyst specified. The product is [F:1][C:2]1[CH:3]=[C:4]([C:8]2[N:17]=[C:16]([C:18]([N:27]3[CH2:26][CH2:25][C:24]4[C:29](=[CH:30][CH:31]=[C:32]([O:33][CH3:34])[C:23]=4[OH:22])[CH2:28]3)=[O:19])[C:15]3[C:10](=[CH:11][CH:12]=[CH:13][CH:14]=3)[N:9]=2)[CH:5]=[CH:6][CH:7]=1. The yield is 0.240. (4) The reactants are [C:1](#[N:4])[CH:2]=[CH2:3].[Cl:5][C:6]1[CH:11]=[C:10]([O:12][C:13]2[CH:18]=[CH:17][CH:16]=[CH:15][C:14]=2[O:19][CH3:20])[CH:9]=[C:8](I)[CH:7]=1.CCN(CC)CC. The catalyst is Cl[Pd](Cl)([P](C1C=CC=CC=1)(C1C=CC=CC=1)C1C=CC=CC=1)[P](C1C=CC=CC=1)(C1C=CC=CC=1)C1C=CC=CC=1.CN(C=O)C. The product is [Cl:5][C:6]1[CH:7]=[C:8](/[CH:3]=[CH:2]\[C:1]#[N:4])[CH:9]=[C:10]([O:12][C:13]2[CH:18]=[CH:17][CH:16]=[CH:15][C:14]=2[O:19][CH3:20])[CH:11]=1.[Cl:5][C:6]1[CH:7]=[C:8](/[CH:3]=[CH:2]/[C:1]#[N:4])[CH:9]=[C:10]([O:12][C:13]2[CH:18]=[CH:17][CH:16]=[CH:15][C:14]=2[O:19][CH3:20])[CH:11]=1. The yield is 0.160. (5) The reactants are [N:1]#[C:2][NH2:3].[CH3:4][O-].[Na+].[Cl:7][C:8]1[CH:13]=[C:12]([N:14]=[C:15]=[S:16])[CH:11]=[C:10]([Cl:17])[C:9]=1[S:18][C:19]1[CH:24]=[CH:23][C:22]([O:25][CH3:26])=[CH:21][CH:20]=1.IC. The catalyst is CO.C1(C)C=CC=CC=1. The product is [C:2](/[N:3]=[C:15](\[S:16][CH3:4])/[NH:14][C:12]1[CH:11]=[C:10]([Cl:17])[C:9]([S:18][C:19]2[CH:24]=[CH:23][C:22]([O:25][CH3:26])=[CH:21][CH:20]=2)=[C:8]([Cl:7])[CH:13]=1)#[N:1]. The yield is 0.730.